This data is from Forward reaction prediction with 1.9M reactions from USPTO patents (1976-2016). The task is: Predict the product of the given reaction. (1) Given the reactants C(OC([N:11]1[CH:16]2[CH2:17][CH:18]([CH:20]([OH:25])[C:21]([O:23][CH3:24])=[O:22])[CH2:19][CH:12]1[CH2:13][O:14][CH2:15]2)=O)C1C=CC=CC=1, predict the reaction product. The product is: [CH3:24][O:23][C:21](=[O:22])[CH:20]([OH:25])[CH:18]1[CH2:19][CH:12]2[NH:11][CH:16]([CH2:15][O:14][CH2:13]2)[CH2:17]1. (2) Given the reactants [Cl:1][C:2]1[CH:11]=[C:10]2[C:5]([CH:6]=[CH:7][C:8](/[CH:12]=[CH:13]/[C:14]3[CH:15]=[C:16]([CH:19]=[CH:20][CH:21]=3)[CH:17]=O)=[N:9]2)=[CH:4][CH:3]=1.[OH-].[Na+].C(O)(=O)C.[CH3:28][C:29]([CH3:31])=[O:30].C1COCC1, predict the reaction product. The product is: [Cl:1][C:2]1[CH:11]=[C:10]2[C:5]([CH:6]=[CH:7][C:8](/[CH:12]=[CH:13]/[C:14]3[CH:15]=[C:16](/[CH:17]=[CH:28]/[C:29](=[O:30])[CH3:31])[CH:19]=[CH:20][CH:21]=3)=[N:9]2)=[CH:4][CH:3]=1.